This data is from NCI-60 drug combinations with 297,098 pairs across 59 cell lines. The task is: Regression. Given two drug SMILES strings and cell line genomic features, predict the synergy score measuring deviation from expected non-interaction effect. (1) Drug 1: CC1=C2C(C(=O)C3(C(CC4C(C3C(C(C2(C)C)(CC1OC(=O)C(C(C5=CC=CC=C5)NC(=O)C6=CC=CC=C6)O)O)OC(=O)C7=CC=CC=C7)(CO4)OC(=O)C)O)C)OC(=O)C. Drug 2: N.N.Cl[Pt+2]Cl. Cell line: SNB-19. Synergy scores: CSS=36.3, Synergy_ZIP=-1.24, Synergy_Bliss=-0.730, Synergy_Loewe=-13.1, Synergy_HSA=1.82. (2) Drug 1: CCC1(CC2CC(C3=C(CCN(C2)C1)C4=CC=CC=C4N3)(C5=C(C=C6C(=C5)C78CCN9C7C(C=CC9)(C(C(C8N6C)(C(=O)OC)O)OC(=O)C)CC)OC)C(=O)OC)O.OS(=O)(=O)O. Drug 2: C(CCl)NC(=O)N(CCCl)N=O. Cell line: LOX IMVI. Synergy scores: CSS=29.9, Synergy_ZIP=-0.302, Synergy_Bliss=4.64, Synergy_Loewe=2.84, Synergy_HSA=2.84.